This data is from Full USPTO retrosynthesis dataset with 1.9M reactions from patents (1976-2016). The task is: Predict the reactants needed to synthesize the given product. Given the product [F:26][C:9]1[CH:8]=[C:7]([C:27]2[N:28]=[C:29]([NH:36][C:37]3[CH:42]=[CH:41][C:40]([N:43]4[CH2:44][CH2:45][N:46]([CH3:49])[CH2:47][CH2:48]4)=[CH:39][N:38]=3)[C:30]3[N:31]([CH:33]=[CH:34][N:35]=3)[CH:32]=2)[C:6]([CH2:5][OH:4])=[C:11]([N:12]2[CH2:24][CH2:23][N:15]3[C:16]4[CH2:17][CH2:18][CH2:19][CH2:20][C:21]=4[CH:22]=[C:14]3[C:13]2=[O:25])[CH:10]=1, predict the reactants needed to synthesize it. The reactants are: C([O:4][CH2:5][C:6]1[C:11]([N:12]2[CH2:24][CH2:23][N:15]3[C:16]4[CH2:17][CH2:18][CH2:19][CH2:20][C:21]=4[CH:22]=[C:14]3[C:13]2=[O:25])=[CH:10][C:9]([F:26])=[CH:8][C:7]=1[C:27]1[N:28]=[C:29]([NH:36][C:37]2[CH:42]=[CH:41][C:40]([N:43]3[CH2:48][CH2:47][N:46]([CH3:49])[CH2:45][CH2:44]3)=[CH:39][N:38]=2)[C:30]2[N:31]([CH:33]=[CH:34][N:35]=2)[CH:32]=1)(=O)C.[Li+].[OH-].